This data is from Forward reaction prediction with 1.9M reactions from USPTO patents (1976-2016). The task is: Predict the product of the given reaction. Given the reactants COC1C=CC(C[N:8](CC2C=CC(OC)=CC=2)[C:9]2[N:14]=[C:13]([O:15][CH3:16])[C:12]([S:17][C:18]3[N:23]=[C:22]([NH:24][C:25](=[O:27])[CH3:26])[CH:21]=[C:20]([NH:28][C:29](=[O:31])[CH3:30])[N:19]=3)=[C:11]([O:32][CH3:33])[N:10]=2)=CC=1, predict the reaction product. The product is: [NH2:8][C:9]1[N:10]=[C:11]([O:32][CH3:33])[C:12]([S:17][C:18]2[N:23]=[C:22]([NH:24][C:25](=[O:27])[CH3:26])[CH:21]=[C:20]([NH:28][C:29](=[O:31])[CH3:30])[N:19]=2)=[C:13]([O:15][CH3:16])[N:14]=1.